Dataset: Full USPTO retrosynthesis dataset with 1.9M reactions from patents (1976-2016). Task: Predict the reactants needed to synthesize the given product. (1) Given the product [N:29]1([CH2:13][C:14]2[CH:15]=[CH:16][C:17]([C:18]([N:40]3[CH2:41][CH2:42][C@H:38]([N:33]4[CH2:37][CH2:36][CH2:35][CH2:34]4)[CH2:39]3)=[O:20])=[CH:21][CH:22]=2)[C:27]2[C:26](=[CH:25][CH:24]=[CH:23][CH:28]=2)[CH:44]=[CH:43]1, predict the reactants needed to synthesize it. The reactants are: N=C=N.N1C2C(=CC=CC=2)C([CH2:13][C:14]2[CH:22]=[CH:21][C:17]([C:18]([OH:20])=O)=[CH:16][CH:15]=2)=C1.[CH:23]1[CH:24]=[CH:25][C:26]2N(O)N=[N:29][C:27]=2[CH:28]=1.[N:33]1([C@H:38]2[CH2:42][CH2:41][NH:40][CH2:39]2)[CH2:37][CH2:36][CH2:35][CH2:34]1.[CH3:43][C:44]#N. (2) Given the product [N:24]1([C:30]2[N:35]=[CH:34][C:33]([NH:36][C:21]([C:17]3[C:18]4[C:13](=[CH:12][C:11]([O:10][C:8]5[CH:7]=[CH:6][N:5]=[C:4]6[CH:3]=[CH:2][S:1][C:9]=56)=[CH:20][CH:19]=4)[CH:14]=[CH:15][CH:16]=3)=[O:23])=[CH:32][CH:31]=2)[CH2:29][CH2:28][O:27][CH2:26][CH2:25]1, predict the reactants needed to synthesize it. The reactants are: [S:1]1[C:9]2[C:4](=[N:5][CH:6]=[CH:7][C:8]=2[O:10][C:11]2[CH:12]=[C:13]3[C:18](=[CH:19][CH:20]=2)[C:17]([C:21]([OH:23])=O)=[CH:16][CH:15]=[CH:14]3)[CH:3]=[CH:2]1.[N:24]1([C:30]2[N:35]=[CH:34][C:33]([NH2:36])=[CH:32][CH:31]=2)[CH2:29][CH2:28][O:27][CH2:26][CH2:25]1. (3) Given the product [CH2:22]([C:2]1[C:7]([O:8][CH2:9][C:10]([O:12][C:13]([CH3:16])([CH3:15])[CH3:14])=[O:11])=[CH:6][CH:5]=[C:4]([NH:17][S:18]([CH3:21])(=[O:20])=[O:19])[N:3]=1)[CH3:23], predict the reactants needed to synthesize it. The reactants are: Cl[C:2]1[C:7]([O:8][CH2:9][C:10]([O:12][C:13]([CH3:16])([CH3:15])[CH3:14])=[O:11])=[CH:6][CH:5]=[C:4]([NH:17][S:18]([CH3:21])(=[O:20])=[O:19])[N:3]=1.[CH2:22]([Zn]CC)[CH3:23]. (4) Given the product [C:22]([O:21][C:19](=[O:20])[NH:26][CH:27]1[CH2:32][CH2:31][N:30]([CH2:11][C:9]2[S:10][C:5]3[C:4]([N:13]4[CH2:18][CH2:17][O:16][CH2:15][CH2:14]4)=[N:3][C:2]([Cl:1])=[N:7][C:6]=3[CH:8]=2)[CH2:29][CH2:28]1)([CH3:25])([CH3:23])[CH3:24], predict the reactants needed to synthesize it. The reactants are: [Cl:1][C:2]1[N:3]=[C:4]([N:13]2[CH2:18][CH2:17][O:16][CH2:15][CH2:14]2)[C:5]2[S:10][C:9]([CH:11]=O)=[CH:8][C:6]=2[N:7]=1.[C:19]([NH:26][CH:27]1[CH2:32][CH2:31][NH:30][CH2:29][CH2:28]1)([O:21][C:22]([CH3:25])([CH3:24])[CH3:23])=[O:20]. (5) The reactants are: [CH3:1][S:2][C:3]1[CH:8]=[CH:7][C:6]([CH:9]([CH2:13][C@H:14]2[CH2:18][CH2:17][CH2:16][O:15]2)[C:10]([OH:12])=O)=[CH:5][C:4]=1[C:19]([F:22])([F:21])[F:20].C(Cl)(=O)C(Cl)=O.[NH2:29][C:30]1[CH:35]=[N:34][CH:33]=[CH:32][N:31]=1.N1C=CC=CC=1. Given the product [CH3:1][S:2][C:3]1[CH:8]=[CH:7][C:6]([CH:9]([CH2:13][C@H:14]2[CH2:18][CH2:17][CH2:16][O:15]2)[C:10]([NH:29][C:30]2[CH:35]=[N:34][CH:33]=[CH:32][N:31]=2)=[O:12])=[CH:5][C:4]=1[C:19]([F:22])([F:21])[F:20], predict the reactants needed to synthesize it. (6) Given the product [C:13]([O:16][C:17]1[CH:25]=[CH:24][C:23]([Cl:26])=[CH:22][C:18]=1[C:19]([NH:28][CH2:29][C:30](=[O:31])[NH:32][C:33]1[CH:38]=[C:37]([C:39]([F:42])([F:41])[F:40])[CH:36]=[C:35]([C:43]([F:44])([F:45])[F:46])[CH:34]=1)=[O:21])(=[O:15])[CH3:14], predict the reactants needed to synthesize it. The reactants are: CCN=C=NCCCN(C)C.Cl.[C:13]([O:16][C:17]1[CH:25]=[CH:24][C:23]([Cl:26])=[CH:22][C:18]=1[C:19]([OH:21])=O)(=[O:15])[CH3:14].Cl.[NH2:28][CH2:29][C:30]([NH:32][C:33]1[CH:38]=[C:37]([C:39]([F:42])([F:41])[F:40])[CH:36]=[C:35]([C:43]([F:46])([F:45])[F:44])[CH:34]=1)=[O:31].ON1C2C=CC=CC=2N=N1.Cl.